From a dataset of Forward reaction prediction with 1.9M reactions from USPTO patents (1976-2016). Predict the product of the given reaction. (1) The product is: [CH2:20]([O:24][C:25]1[CH:30]=[CH:29][C:28]([O:4][C:1](=[O:3])[N:10]([CH3:11])[C@H:9]2[CH2:8][NH:7][C:6]2=[O:5])=[CH:27][CH:26]=1)[CH2:21][CH2:22][CH3:23]. Given the reactants [C:1]([O-:4])(=[O:3])C.[O:5]=[C:6]1[C@@H:9]([NH3+:10])[CH2:8][NH:7]1.[CH3:11]CN(C(C)C)C(C)C.[CH2:20]([O:24][C:25]1[CH:30]=[CH:29][C:28](C2C=CN(C([O-])=O)C(=O)C=2C)=[CH:27][CH:26]=1)[CH2:21][CH2:22][CH3:23], predict the reaction product. (2) Given the reactants Cl[C:2]1[N:7]=[CH:6][C:5]([NH:8][C:9](=[O:33])[C:10]2[CH:15]=[CH:14][CH:13]=[C:12]([C:16]3[CH:17]=[C:18]([C:26]([S:29]([CH3:32])(=[O:31])=[O:30])([CH3:28])[CH3:27])[CH:19]=[C:20]4[C:25]=3[N:24]=[CH:23][CH:22]=[CH:21]4)[CH:11]=2)=[CH:4][CH:3]=1.[CH3:34][S:35][C:36]1[CH:41]=[CH:40][C:39](B(O)O)=[CH:38][CH:37]=1.C([O-])([O-])=O.[Na+].[Na+], predict the reaction product. The product is: [CH3:32][S:29]([C:26]([C:18]1[CH:19]=[C:20]2[C:25](=[C:16]([C:12]3[CH:11]=[C:10]([CH:15]=[CH:14][CH:13]=3)[C:9]([NH:8][C:5]3[CH:6]=[N:7][C:2]([C:39]4[CH:40]=[CH:41][C:36]([S:35][CH3:34])=[CH:37][CH:38]=4)=[CH:3][CH:4]=3)=[O:33])[CH:17]=1)[N:24]=[CH:23][CH:22]=[CH:21]2)([CH3:28])[CH3:27])(=[O:31])=[O:30]. (3) The product is: [C:30]([NH:3][CH:4]([C:16]1[CH:17]=[CH:18][C:19]([Cl:22])=[CH:20][CH:21]=1)[C:5]([O:7][C@@H:8]1[CH:13]2[CH2:12][CH2:11][N:10]([CH2:15][CH2:14]2)[CH2:9]1)=[O:6])(=[O:37])[C:31]1[CH:36]=[CH:35][CH:34]=[CH:33][CH:32]=1. Given the reactants Cl.Cl.[NH2:3][CH:4]([C:16]1[CH:21]=[CH:20][C:19]([Cl:22])=[CH:18][CH:17]=1)[C:5]([O:7][C@@H:8]1[CH:13]2[CH2:14][CH2:15][N:10]([CH2:11][CH2:12]2)[CH2:9]1)=[O:6].C(N(CC)CC)C.[C:30](Cl)(=[O:37])[C:31]1[CH:36]=[CH:35][CH:34]=[CH:33][CH:32]=1, predict the reaction product.